From a dataset of Full USPTO retrosynthesis dataset with 1.9M reactions from patents (1976-2016). Predict the reactants needed to synthesize the given product. (1) Given the product [CH2:40]([O:39][CH2:38][CH2:37][C:28]1([O:24][C:21]2[CH:22]=[CH:23][C:18]([O:17][C:16]3[CH:15]=[CH:14][C:13]([C:10]4[CH:11]=[CH:12][N:8]([C:4]5[CH:5]=[CH:6][CH:7]=[C:2]([F:1])[CH:3]=5)[N:9]=4)=[CH:26][CH:25]=3)=[CH:19][CH:20]=2)[C:29](=[O:36])[NH:30][C:31](=[O:35])[NH:32][C:33]1=[O:34])[CH3:41], predict the reactants needed to synthesize it. The reactants are: [F:1][C:2]1[CH:3]=[C:4]([N:8]2[CH:12]=[CH:11][C:10]([C:13]3[CH:26]=[CH:25][C:16]([O:17][C:18]4[CH:23]=[CH:22][C:21]([OH:24])=[CH:20][CH:19]=4)=[CH:15][CH:14]=3)=[N:9]2)[CH:5]=[CH:6][CH:7]=1.Br[C:28]1([CH2:37][CH2:38][O:39][CH2:40][CH3:41])[C:33](=[O:34])[NH:32][C:31](=[O:35])[NH:30][C:29]1=[O:36]. (2) Given the product [C:8]([O:7][C@H:6]1[C@@H:11]([O:12][C:13](=[O:15])[CH3:14])[C@H:16]([O:17][C:18](=[O:20])[CH3:19])[C@@H:21]([CH2:23][O:24][C:25](=[O:27])[CH3:26])[O:22][C@@H:5]1[O:38][C:36]1[CH:37]=[C:32]([Br:31])[CH:33]=[CH:34][C:35]=1[Cl:39])(=[O:10])[CH3:9], predict the reactants needed to synthesize it. The reactants are: ClC(Cl)(Cl)C(=N)O[C@H:5]1[O:22][C@H:21]([CH2:23][O:24][C:25](=[O:27])[CH3:26])[C@@H:16]([O:17][C:18](=[O:20])[CH3:19])[C@H:11]([O:12][C:13](=[O:15])[CH3:14])[C@@H:6]1[O:7][C:8](=[O:10])[CH3:9].[Br:31][C:32]1[CH:33]=[CH:34][C:35]([Cl:39])=[C:36]([OH:38])[CH:37]=1.[Si](OS(C(F)(F)F)(=O)=O)(C)(C)C.C(O[C@H]1[C@@H](OC(=O)C)[C@H](OC(=O)C)[C@@H](COC(=O)C)O[C@@H]1OC1C=CC(Br)=CC=1Cl)(=O)C. (3) Given the product [NH2:12][C:11]1[C:2]([CH3:1])=[C:3]([CH:8]=[CH:9][CH:10]=1)[C:4]([O:6][CH3:7])=[O:5], predict the reactants needed to synthesize it. The reactants are: [CH3:1][C:2]1[C:11]([N+:12]([O-])=O)=[CH:10][CH:9]=[CH:8][C:3]=1[C:4]([O:6][CH3:7])=[O:5]. (4) Given the product [F:1][C:2]1[CH:16]=[CH:15][C:5]([O:6][C:7]2[CH:14]=[CH:13][C:10]([CH2:11][OH:12])=[CH:9][CH:8]=2)=[CH:4][CH:3]=1, predict the reactants needed to synthesize it. The reactants are: [F:1][C:2]1[CH:16]=[CH:15][C:5]([O:6][C:7]2[CH:14]=[CH:13][C:10]([CH:11]=[O:12])=[CH:9][CH:8]=2)=[CH:4][CH:3]=1.[BH4-].[Na+]. (5) Given the product [N:6]1([CH2:5][C:4]2[CH:11]=[C:12]([CH:13]=[C:2]([Cl:1])[CH:3]=2)[CH2:14][N:15]2[C:19]3[CH:20]=[CH:21][C:22]4[N:23]([C:24]([CH3:27])=[N:25][N:26]=4)[C:18]=3[CH:17]=[C:16]2[C:28]2[O:29][CH:30]=[N:31][N:32]=2)[CH2:7][CH2:8][CH2:9]1, predict the reactants needed to synthesize it. The reactants are: [Cl:1][C:2]1[CH:3]=[C:4]([CH:11]=[C:12]([CH2:14][N:15]2[C:19]3[CH:20]=[CH:21][C:22]4[N:23]([C:24]([CH3:27])=[N:25][N:26]=4)[C:18]=3[CH:17]=[C:16]2[C:28]2[O:29][CH:30]=[N:31][N:32]=2)[CH:13]=1)[CH2:5][N:6]1[CH2:9][CH:8](O)[CH2:7]1.N1CCC1. (6) Given the product [Br:19][C:20]1[C:21]([F:31])=[C:22]([F:30])[C:23]([NH:18][C:13]2[CH:14]=[CH:15][CH:16]=[CH:17][C:12]=2[Cl:11])=[C:24]([CH:28]=1)[C:25]([OH:27])=[O:26], predict the reactants needed to synthesize it. The reactants are: [Li+].C[Si]([N-][Si](C)(C)C)(C)C.[Cl:11][C:12]1[CH:17]=[CH:16][CH:15]=[CH:14][C:13]=1[NH2:18].[Br:19][C:20]1[C:21]([F:31])=[C:22]([F:30])[C:23](F)=[C:24]([CH:28]=1)[C:25]([OH:27])=[O:26]. (7) The reactants are: [CH3:1][CH:2]([CH3:37])[CH2:3][C@H:4]([NH:25][C:26]([C:28]1[S:29][C:30]2[CH:36]=[CH:35][CH:34]=[CH:33][C:31]=2[CH:32]=1)=[O:27])[C:5]([NH:7][CH2:8][CH2:9][CH2:10][N:11]([CH3:24])S(C1C=CC=CC=1[N+]([O-])=O)(=O)=O)=[O:6].C1(S)C=CC=CC=1.C([O-])([O-])=O.[K+].[K+]. Given the product [CH3:1][CH:2]([CH3:37])[CH2:3][C@H:4]([NH:25][C:26]([C:28]1[S:29][C:30]2[CH:36]=[CH:35][CH:34]=[CH:33][C:31]=2[CH:32]=1)=[O:27])[C:5]([NH:7][CH2:8][CH2:9][CH2:10][NH:11][CH3:24])=[O:6], predict the reactants needed to synthesize it. (8) Given the product [C:17]([O:7][C:8]1[CH:15]=[CH:14][C:11]([CH:12]=[O:13])=[CH:10][C:9]=1[CH3:16])(=[O:19])[CH3:18], predict the reactants needed to synthesize it. The reactants are: N1C=CC=CC=1.[OH:7][C:8]1[CH:15]=[CH:14][C:11]([CH:12]=[O:13])=[CH:10][C:9]=1[CH3:16].[C:17](O)(=[O:19])[CH3:18]. (9) Given the product [CH3:1][O:2][C:3]([C:5]1[C:13]2[NH:12][C:11]([C:14]3[C:15](=[O:21])[NH:16][CH:17]=[CH:18][C:19]=3[NH:31][CH2:30][CH2:29][C:25]3[CH:26]=[CH:27][CH:28]=[C:23]([Cl:22])[CH:24]=3)=[N:10][C:9]=2[CH:8]=[CH:7][CH:6]=1)=[O:4], predict the reactants needed to synthesize it. The reactants are: [CH3:1][O:2][C:3]([C:5]1[C:13]2[NH:12][C:11]([C:14]3[C:15](=[O:21])[NH:16][CH:17]=[CH:18][C:19]=3Cl)=[N:10][C:9]=2[CH:8]=[CH:7][CH:6]=1)=[O:4].[Cl:22][C:23]1[CH:24]=[C:25]([CH2:29][CH2:30][NH2:31])[CH:26]=[CH:27][CH:28]=1.C(N(CC)CC)C.COC(C1C2NC(C3C(=O)NC=CC=3NC[C@@H](O)C3C=CC=CC=3)=NC=2C=CC=1)=O. (10) Given the product [F:16][C:13]([F:14])([F:15])[C:10]1[CH:11]=[CH:12][C:7]([C:6]2[NH:5][C:4]([C:17]3[CH2:22][CH2:21][N:20]([C:23]4[C:28]([C:29]([F:31])([F:32])[F:30])=[CH:27][CH:26]=[CH:25][N:24]=4)[CH2:19][CH:18]=3)=[N:3][C:2]=2[C:43]2[CH2:42][CH2:41][N:40]([C:38]([O:37][C:33]([CH3:34])([CH3:35])[CH3:36])=[O:39])[CH2:45][CH:44]=2)=[CH:8][CH:9]=1, predict the reactants needed to synthesize it. The reactants are: Cl[C:2]1[N:3]=[C:4]([C:17]2[CH2:22][CH2:21][N:20]([C:23]3[C:28]([C:29]([F:32])([F:31])[F:30])=[CH:27][CH:26]=[CH:25][N:24]=3)[CH2:19][CH:18]=2)[NH:5][C:6]=1[C:7]1[CH:12]=[CH:11][C:10]([C:13]([F:16])([F:15])[F:14])=[CH:9][CH:8]=1.[C:33]([O:37][C:38]([N:40]1[CH2:45][CH:44]=[C:43](B2OC(C)(C)C(C)(C)O2)[CH2:42][CH2:41]1)=[O:39])([CH3:36])([CH3:35])[CH3:34].C(=O)([O-])[O-].[Na+].[Na+].